This data is from Catalyst prediction with 721,799 reactions and 888 catalyst types from USPTO. The task is: Predict which catalyst facilitates the given reaction. (1) Reactant: [CH3:1][O:2][C:3]1[CH:4]=[C:5]2[C:10](=[CH:11][C:12]=1[O:13][CH3:14])[N:9]=[CH:8][CH:7]=[C:6]2[O:15][C:16]1[CH:21]=[C:20]([CH3:22])[C:19]([CH3:23])=[CH:18][C:17]=1[C:24](=O)[CH3:25].O.[NH2:28][NH2:29].C(N(CC)CC)C. Product: [CH3:1][O:2][C:3]1[CH:4]=[C:5]2[C:10](=[CH:11][C:12]=1[O:13][CH3:14])[N:9]=[CH:8][CH:7]=[C:6]2[O:15][C:16]1[CH:21]=[C:20]([CH3:22])[C:19]([CH3:23])=[CH:18][C:17]=1[C:24](=[N:28][NH2:29])[CH3:25]. The catalyst class is: 8. (2) Reactant: [NH:1]1[CH2:5][CH2:4][CH2:3][C:2]1=[O:6].[H-].[Na+].[CH3:9][C:10]1[C:11]([N:17]2[CH2:22][CH2:21][N:20]([C:23]([C:25]3[CH:26]=[N:27][C:28](F)=[CH:29][C:30]=3[CH3:31])=[O:24])[CH2:19][CH2:18]2)=[N:12][CH:13]=[C:14]([CH3:16])[CH:15]=1.O. Product: [CH3:9][C:10]1[C:11]([N:17]2[CH2:22][CH2:21][N:20]([C:23]([C:25]3[C:30]([CH3:31])=[CH:29][C:28]([N:1]4[CH2:5][CH2:4][CH2:3][C:2]4=[O:6])=[N:27][CH:26]=3)=[O:24])[CH2:19][CH2:18]2)=[N:12][CH:13]=[C:14]([CH3:16])[CH:15]=1. The catalyst class is: 9. (3) The catalyst class is: 272. Product: [CH:28]1([C:31]2[CH:32]=[C:33](/[C:43](=[CH:47]\[C@H:48]3[CH2:68][CH2:67][C:50](=[O:51])[CH2:49]3)/[C:44]([NH:69][C:70]3[S:71][C:72]4[C:77]([N:78]=3)=[CH:76][CH:75]=[C:74]([O:79][CH2:80][CH2:81][OH:83])[N:73]=4)=[O:45])[CH:34]=[CH:35][C:36]=2[S:37]([CH:40]2[CH2:42][CH2:41]2)(=[O:39])=[O:38])[CH2:29][CH2:30]1. Reactant: C1(P(C2C=CC=CC=2)C2C=CC=CC=2)C=CC=CC=1.BrN1C(=O)CCC1=O.[CH:28]1([C:31]2[CH:32]=[C:33](/[C:43](=[CH:47]\[C@H:48]3[CH2:68][CH2:67][C:50]4(O[C@H](C5C=CC=CC=5)[C@@H](C5C=CC=CC=5)[O:51]4)[CH2:49]3)/[C:44](O)=[O:45])[CH:34]=[CH:35][C:36]=2[S:37]([CH:40]2[CH2:42][CH2:41]2)(=[O:39])=[O:38])[CH2:30][CH2:29]1.[NH2:69][C:70]1[S:71][C:72]2[C:77]([N:78]=1)=[CH:76][CH:75]=[C:74]([O:79][CH2:80][C:81]([O:83]CC)=O)[N:73]=2.C(=O)(O)[O-].[Na+]. (4) Reactant: [Cl:1][C:2]1[CH:3]=[C:4](/[CH:8]=[CH:9]/[C@H:10]2[CH2:14][CH2:13][CH2:12][N:11]2C(OC(C)(C)C)=O)[CH:5]=[CH:6][CH:7]=1.Cl. Product: [Cl:1][C:2]1[CH:3]=[C:4](/[CH:8]=[CH:9]/[C@H:10]2[CH2:14][CH2:13][CH2:12][NH:11]2)[CH:5]=[CH:6][CH:7]=1. The catalyst class is: 1. (5) Reactant: [Cl:1][C:2]1[CH:7]=[CH:6][CH:5]=[CH:4][C:3]=1[C:8]([N:10]1[CH2:15][CH2:14][NH:13][C:12](=[O:16])[CH2:11]1)=[O:9].F[B-](F)(F)F.[CH2:22]([O+](CC)CC)[CH3:23]. Product: [Cl:1][C:2]1[CH:7]=[CH:6][CH:5]=[CH:4][C:3]=1[C:8]([N:10]1[CH2:15][CH2:14][NH:13][CH:12]([O:16][CH2:22][CH3:23])[CH2:11]1)=[O:9]. The catalyst class is: 4.